This data is from Reaction yield outcomes from USPTO patents with 853,638 reactions. The task is: Predict the reaction yield, written as a fraction of the theoretical maximum amount of product (1.0 means a 100% yield; for example, 0.34 means a 34% yield). (1) The reactants are [CH3:1][O:2][CH:3]1[CH2:8][CH2:7][N:6]([C:9]2[N:14]=[C:13]([NH:15][C:16]3[N:21]=[CH:20][C:19]4[N:22](COCC[Si](C)(C)C)[C:23]([C:25]5[CH:26]=[N:27][N:28](COCC[Si](C)(C)C)[CH:29]=5)=[N:24][C:18]=4[CH:17]=3)[CH:12]=[CH:11][N:10]=2)[CH2:5][CH2:4]1. The catalyst is CO.Cl. The product is [CH3:1][O:2][CH:3]1[CH2:4][CH2:5][N:6]([C:9]2[N:14]=[C:13]([NH:15][C:16]3[N:21]=[CH:20][C:19]4[NH:22][C:23]([C:25]5[CH:29]=[N:28][NH:27][CH:26]=5)=[N:24][C:18]=4[CH:17]=3)[CH:12]=[CH:11][N:10]=2)[CH2:7][CH2:8]1. The yield is 0.760. (2) The reactants are Cl[C:2]1[C:7]([C:8]([NH:10][CH2:11][C:12]2[CH:17]=[CH:16][CH:15]=[C:14]([F:18])[CH:13]=2)=[O:9])=[C:6]([CH3:19])[CH:5]=[C:4]([N:20]2[CH2:25][CH2:24][O:23][CH2:22][CH2:21]2)[N:3]=1.[CH:26]([Mg]Cl)([CH3:28])[CH3:27].[NH4+].[Cl-]. The catalyst is C1COCC1.CN1C(=O)CCC1. The product is [F:18][C:14]1[CH:13]=[C:12]([CH2:11][NH:10][C:8]([C:7]2[C:2]([CH:26]([CH3:28])[CH3:27])=[N:3][C:4]([N:20]3[CH2:25][CH2:24][O:23][CH2:22][CH2:21]3)=[CH:5][C:6]=2[CH3:19])=[O:9])[CH:17]=[CH:16][CH:15]=1. The yield is 0.360. (3) The reactants are [CH2:1]([N:8]1[C:16]2[CH:15]=[CH:14][CH:13]=[C:12]([NH2:17])[C:11]=2[CH:10]=[N:9]1)[C:2]1[CH:7]=[CH:6][CH:5]=[CH:4][CH:3]=1.[Cl:18]N1C(=O)CCC1=O. The catalyst is CN(C=O)C.O. The product is [CH2:1]([N:8]1[C:16]2[CH:15]=[CH:14][C:13]([Cl:18])=[C:12]([NH2:17])[C:11]=2[CH:10]=[N:9]1)[C:2]1[CH:3]=[CH:4][CH:5]=[CH:6][CH:7]=1. The yield is 0.380. (4) The reactants are [C:1]1([C:7]2[S:8][CH:9]=[C:10]([C:12]3[CH:17]=[CH:16][C:15]([CH2:18][CH2:19][NH:20]C(=O)C)=[CH:14][CH:13]=3)[N:11]=2)[CH:6]=[CH:5][CH:4]=[CH:3][CH:2]=1.Cl.[OH-].[Na+]. No catalyst specified. The product is [C:1]1([C:7]2[S:8][CH:9]=[C:10]([C:12]3[CH:13]=[CH:14][C:15]([CH2:18][CH2:19][NH2:20])=[CH:16][CH:17]=3)[N:11]=2)[CH:2]=[CH:3][CH:4]=[CH:5][CH:6]=1. The yield is 0.850. (5) The reactants are [N:1]1[O:2][N:3]=[C:4]2[C:9](=[O:10])[CH2:8][CH2:7][CH2:6][C:5]=12.CC(O[CH:16](N(C)C)[N:17]([CH3:19])[CH3:18])(C)C. The catalyst is C1COCC1. The product is [CH3:16][N:17]([CH:19]=[C:8]1[C:9](=[O:10])[C:4]2=[N:3][O:2][N:1]=[C:5]2[CH2:6][CH2:7]1)[CH3:18]. The yield is 0.570. (6) The reactants are [CH2:1]([OH:8])[C:2]1[CH:7]=[CH:6][CH:5]=[CH:4][CH:3]=1.[H-].[Na+].F[C:12]1[CH:19]=[C:18]([F:20])[CH:17]=[CH:16][C:13]=1[C:14]#[N:15]. The catalyst is C1(C)C=CC=CC=1. The product is [CH2:1]([O:8][C:12]1[CH:19]=[C:18]([F:20])[CH:17]=[CH:16][C:13]=1[C:14]#[N:15])[C:2]1[CH:7]=[CH:6][CH:5]=[CH:4][CH:3]=1. The yield is 0.810.